This data is from Reaction yield outcomes from USPTO patents with 853,638 reactions. The task is: Predict the reaction yield, written as a fraction of the theoretical maximum amount of product (1.0 means a 100% yield; for example, 0.34 means a 34% yield). (1) The reactants are CN(C(ON1N=NC2C=CC=NC1=2)=[N+](C)C)C.F[P-](F)(F)(F)(F)F.[CH2:25]([O:31][C:32]([NH:34][C@@H:35]([C:39]([CH3:42])([CH3:41])[CH3:40])[C:36]([OH:38])=O)=[O:33])[CH2:26][CH2:27][CH2:28][CH:29]=[CH2:30].CCN(C(C)C)C(C)C.[CH3:52][O:53][C@:54]1([C:63]2[CH:68]=[CH:67][C:66]([C:69]3[CH:74]=[CH:73][CH:72]=[CH:71][C:70]=3[CH:75]=[CH2:76])=[CH:65][CH:64]=2)[CH2:58][NH:57][C@H:56]([C:59]([O:61][CH3:62])=[O:60])[CH2:55]1. The catalyst is C(Cl)Cl. The product is [CH2:25]([O:31][C:32]([NH:34][C@@H:35]([C:39]([CH3:42])([CH3:41])[CH3:40])[C:36]([N:57]1[CH2:58][C@:54]([O:53][CH3:52])([C:63]2[CH:64]=[CH:65][C:66]([C:69]3[CH:74]=[CH:73][CH:72]=[CH:71][C:70]=3[CH:75]=[CH2:76])=[CH:67][CH:68]=2)[CH2:55][C@H:56]1[C:59]([O:61][CH3:62])=[O:60])=[O:38])=[O:33])[CH2:26][CH2:27][CH2:28][CH:29]=[CH2:30]. The yield is 0.790. (2) The reactants are F[C:2]1[CH:7]=[CH:6][C:5]([N+:8]([O-:10])=[O:9])=[CH:4][C:3]=1[C:11]([F:14])([F:13])[F:12].[CH2:15]([OH:22])[C:16]1[CH:21]=[CH:20][CH:19]=[CH:18][CH:17]=1.[H-].[Na+]. The catalyst is C1COCC1. The product is [CH2:15]([O:22][C:2]1[CH:7]=[CH:6][C:5]([N+:8]([O-:10])=[O:9])=[CH:4][C:3]=1[C:11]([F:14])([F:13])[F:12])[C:16]1[CH:21]=[CH:20][CH:19]=[CH:18][CH:17]=1. The yield is 0.790. (3) The reactants are [CH:1]([C:4]1[CH:9]=[CH:8][C:7](B(O)O)=[CH:6][CH:5]=1)([CH3:3])[CH3:2].Br[C:14]1[S:18][C:17]([S:19]([N:22]2[CH:26]=[CH:25][CH:24]=[CH:23]2)(=[O:21])=[O:20])=[CH:16][CH:15]=1. No catalyst specified. The product is [CH:1]([C:4]1[CH:9]=[CH:8][C:7]([C:14]2[S:18][C:17]([S:19]([N:22]3[CH:26]=[CH:25][CH:24]=[CH:23]3)(=[O:20])=[O:21])=[CH:16][CH:15]=2)=[CH:6][CH:5]=1)([CH3:3])[CH3:2]. The yield is 0.840. (4) The reactants are [CH2:1]([O:8][C:9]([NH:11][C@H:12]1[CH2:17][CH2:16][N:15](C(OC(C)(C)C)=O)[CH2:14][C@H:13]1[F:25])=[O:10])[C:2]1[CH:7]=[CH:6][CH:5]=[CH:4][CH:3]=1.C(O)(C(F)(F)F)=O. The product is [F:25][C@H:13]1[C@@H:12]([NH:11][C:9](=[O:10])[O:8][CH2:1][C:2]2[CH:7]=[CH:6][CH:5]=[CH:4][CH:3]=2)[CH2:17][CH2:16][NH:15][CH2:14]1. The yield is 0.792. The catalyst is C(Cl)Cl. (5) The reactants are Br[C:2]1[CH:3]=[C:4]2[C:8](=[C:9]([C:11]([NH2:13])=[O:12])[CH:10]=1)[NH:7][CH:6]=[C:5]2[CH:14]1[CH2:19][CH2:18][N:17]([S:20]([CH2:23][CH3:24])(=[O:22])=[O:21])[CH2:16][CH2:15]1.C(=O)([O-])[O-].[Cs+].[Cs+].[CH3:31][S:32]([NH:35][C:36]1[CH:37]=[C:38](B(O)O)[CH:39]=[CH:40][CH:41]=1)(=[O:34])=[O:33]. The catalyst is O1CCOCC1.O.C1C=CC([P]([Pd]([P](C2C=CC=CC=2)(C2C=CC=CC=2)C2C=CC=CC=2)([P](C2C=CC=CC=2)(C2C=CC=CC=2)C2C=CC=CC=2)[P](C2C=CC=CC=2)(C2C=CC=CC=2)C2C=CC=CC=2)(C2C=CC=CC=2)C2C=CC=CC=2)=CC=1. The product is [CH2:23]([S:20]([N:17]1[CH2:18][CH2:19][CH:14]([C:5]2[C:4]3[C:8](=[C:9]([C:11]([NH2:13])=[O:12])[CH:10]=[C:2]([C:40]4[CH:39]=[CH:38][CH:37]=[C:36]([NH:35][S:32]([CH3:31])(=[O:33])=[O:34])[CH:41]=4)[CH:3]=3)[NH:7][CH:6]=2)[CH2:15][CH2:16]1)(=[O:22])=[O:21])[CH3:24]. The yield is 0.130.